Task: Predict which catalyst facilitates the given reaction.. Dataset: Catalyst prediction with 721,799 reactions and 888 catalyst types from USPTO (1) Reactant: [NH2:1][CH:2]1[C:15]2[C:6](=[CH:7][CH:8]=[C:9]3[C:14]=2[CH:13]=[CH:12][CH:11]=[N:10]3)[N:5]([C:16](=[O:18])[CH3:17])[CH:4]([CH3:19])[CH2:3]1.C(N([CH2:25][CH3:26])CC)C.[Cl-:27].[NH4+]. Product: [Cl:27][C:26]1[CH:25]=[CH:4][C:3]([NH:1][CH:2]2[C:15]3[C:6](=[CH:7][CH:8]=[C:9]4[C:14]=3[CH:13]=[CH:12][CH:11]=[N:10]4)[N:5]([C:16](=[O:18])[CH3:17])[CH:4]([CH3:19])[CH2:3]2)=[CH:2][CH:15]=1. The catalyst class is: 732. (2) Reactant: [F:1][C:2]1[C:7]([F:8])=[CH:6][CH:5]=[CH:4][C:3]=1[C@:9]12[CH2:17][O:16][C@H:15]([CH2:18][O:19]C(C3C=CC=CC=3)(C3C=CC=CC=3)C3C=CC=CC=3)[C@H:14]1[CH2:13][S:12][C:11]([NH:39][C:40](=[O:47])[C:41]1[CH:46]=[CH:45][CH:44]=[CH:43][CH:42]=1)=[N:10]2.O.Cl. Product: [F:1][C:2]1[C:7]([F:8])=[CH:6][CH:5]=[CH:4][C:3]=1[C@:9]12[CH2:17][O:16][C@H:15]([CH2:18][OH:19])[C@H:14]1[CH2:13][S:12][C:11]([NH:39][C:40](=[O:47])[C:41]1[CH:42]=[CH:43][CH:44]=[CH:45][CH:46]=1)=[N:10]2. The catalyst class is: 5. (3) Reactant: [F:1][C:2]1[CH:7]=[CH:6][C:5]([C:8]2[O:9][C:10]3[CH:19]=[C:18]([N+:20]([O-:22])=[O:21])[C:17]([O:23][CH:24]([CH3:26])[CH3:25])=[CH:16][C:11]=3[C:12]=2[C:13]([OH:15])=O)=[CH:4][CH:3]=1.[NH2:27][CH2:28][CH2:29][NH:30][C:31](=[O:37])[O:32][C:33]([CH3:36])([CH3:35])[CH3:34].C(N(CC)C(C)C)(C)C.F[P-](F)(F)(F)(F)F.N1(O[P+](N(C)C)(N(C)C)N(C)C)C2C=CC=CC=2N=N1. Product: [F:1][C:2]1[CH:7]=[CH:6][C:5]([C:8]2[O:9][C:10]3[CH:19]=[C:18]([N+:20]([O-:22])=[O:21])[C:17]([O:23][CH:24]([CH3:25])[CH3:26])=[CH:16][C:11]=3[C:12]=2[C:13]([NH:27][CH2:28][CH2:29][NH:30][C:31](=[O:37])[O:32][C:33]([CH3:35])([CH3:34])[CH3:36])=[O:15])=[CH:4][CH:3]=1. The catalyst class is: 18. (4) Reactant: [I:1][C:2]1[CH:6]=[C:5]([CH:7]2[CH2:12][CH2:11][NH:10][CH2:9][CH2:8]2)[N:4]([CH:13]([CH3:15])[CH3:14])[N:3]=1.C(N(C(C)C)CC)(C)C.[C:25](Cl)(=[O:27])[CH3:26]. Product: [I:1][C:2]1[CH:6]=[C:5]([CH:7]2[CH2:12][CH2:11][N:10]([C:25](=[O:27])[CH3:26])[CH2:9][CH2:8]2)[N:4]([CH:13]([CH3:15])[CH3:14])[N:3]=1. The catalyst class is: 4. (5) Reactant: C([Li])CCC.Br[C:7]1[CH:18]=[CH:17][C:10]2[O:11][C:12]([CH3:16])([CH3:15])[O:13][CH2:14][C:9]=2[CH:8]=1.CON(C)[C:22](=[O:24])[CH3:23]. Product: [CH3:15][C:12]1([CH3:16])[O:11][C:10]2[CH:17]=[CH:18][C:7]([C:22](=[O:24])[CH3:23])=[CH:8][C:9]=2[CH2:14][O:13]1. The catalyst class is: 7. (6) Reactant: [CH2:1]([O:3][C:4]1[CH:33]=[CH:32][C:7]([C:8]([NH:10][CH2:11][CH2:12][NH:13][C:14]([C:16]2[C:17]([C:28]([F:31])([F:30])[F:29])=[N:18][N:19]([C:21]3[CH:26]=[CH:25][CH:24]=[CH:23][C:22]=3[OH:27])[CH:20]=2)=[O:15])=[O:9])=[CH:6][CH:5]=1)[CH3:2].[CH3:34][N:35]([CH3:39])[CH2:36][CH2:37]O.C(P(CCCC)CCCC)CCC.N(C(N1CCCCC1)=O)=NC(N1CCCCC1)=O. Product: [CH3:34][N:35]([CH3:39])[CH2:36][CH2:37][O:27][C:22]1[CH:23]=[CH:24][CH:25]=[CH:26][C:21]=1[N:19]1[CH:20]=[C:16]([C:14]([NH:13][CH2:12][CH2:11][NH:10][C:8](=[O:9])[C:7]2[CH:6]=[CH:5][C:4]([O:3][CH2:1][CH3:2])=[CH:33][CH:32]=2)=[O:15])[C:17]([C:28]([F:29])([F:30])[F:31])=[N:18]1. The catalyst class is: 116. (7) Reactant: [N+:1]([C:4]1[CH:12]=[C:11]2[C:7]([C:8]([C:13]([OH:15])=[O:14])=[N:9][NH:10]2)=[CH:6][CH:5]=1)([O-])=O. Product: [NH2:1][C:4]1[CH:12]=[C:11]2[C:7]([C:8]([C:13]([OH:15])=[O:14])=[N:9][NH:10]2)=[CH:6][CH:5]=1. The catalyst class is: 352. (8) Reactant: [C:1](=[O:19])([O:4][C:5]1[CH:10]=[CH:9][C:8]([N+:11]([O-])=O)=[CH:7][C:6]=1[O:14][C:15]([F:18])([F:17])[F:16])[O:2][CH3:3]. Product: [C:1](=[O:19])([O:2][CH3:3])[O:4][C:5]1[CH:10]=[CH:9][C:8]([NH2:11])=[CH:7][C:6]=1[O:14][C:15]([F:18])([F:17])[F:16]. The catalyst class is: 78. (9) Reactant: [C:1]([O:5][C:6]([NH:8][CH2:9][C:10]1[CH:17]=[CH:16][C:15]([Cl:18])=[CH:14][C:11]=1[CH2:12][NH2:13])=[O:7])([CH3:4])([CH3:3])[CH3:2].C(Cl)CCl.[NH:23]([C:42]([O:44][C:45]([CH3:48])([CH3:47])[CH3:46])=[O:43])[C@@H:24]([C:32]([N:34]1[CH2:41][CH2:40][CH2:39][C@H:35]1[C:36](O)=[O:37])=[O:33])[CH2:25][C:26]1[CH:31]=[CH:30][CH:29]=[CH:28][CH:27]=1.C1C=NC2N(O)N=NC=2C=1. Product: [C:45]([O:44][C:42]([NH:23][C@@H:24]([C:32]([N:34]1[CH2:41][CH2:40][CH2:39][C@H:35]1[C:36]([NH:13][CH2:12][C:11]1[CH:14]=[C:15]([Cl:18])[CH:16]=[CH:17][C:10]=1[CH2:9][NH:8][C:6]([O:5][C:1]([CH3:4])([CH3:2])[CH3:3])=[O:7])=[O:37])=[O:33])[CH2:25][C:26]1[CH:31]=[CH:30][CH:29]=[CH:28][CH:27]=1)=[O:43])([CH3:48])([CH3:46])[CH3:47]. The catalyst class is: 9. (10) Reactant: CCOCC.[CH3:6][O:7][CH2:8][CH2:9][C:10]1[CH:11]=[C:12]([CH3:21])[C:13]([CH3:20])=[C:14]([CH:19]=1)[C:15](OC)=[O:16].[H-].[Al+3].[Li+].[H-].[H-].[H-]. Product: [CH3:6][O:7][CH2:8][CH2:9][C:10]1[CH:11]=[C:12]([CH3:21])[C:13]([CH3:20])=[C:14]([CH2:15][OH:16])[CH:19]=1. The catalyst class is: 25.